Dataset: Reaction yield outcomes from USPTO patents with 853,638 reactions. Task: Predict the reaction yield, written as a fraction of the theoretical maximum amount of product (1.0 means a 100% yield; for example, 0.34 means a 34% yield). (1) The reactants are [CH3:1][S:2][C:3]1[N:4]=[CH:5][C:6]2[CH:12]=[CH:11][C:10]([NH2:13])=[N:9][C:7]=2[N:8]=1.C[OH:15]. The catalyst is ClCCl. The product is [CH3:1][S:2]([C:3]1[N:4]=[CH:5][C:6]2[CH:12]=[CH:11][C:10]([NH2:13])=[N:9][C:7]=2[N:8]=1)=[O:15]. The yield is 0.805. (2) The reactants are [F:1][C:2]1[C:7]([F:8])=[CH:6][CH:5]=[CH:4][C:3]=1[NH:9][C:10](=[O:31])[CH2:11][N:12]1[CH:16]=[C:15]([N:17]=C(C2C=CC=CC=2)C2C=CC=CC=2)[CH:14]=[N:13]1.[ClH:32]. The catalyst is C(OCC)(=O)C. The product is [ClH:32].[NH2:17][C:15]1[CH:14]=[N:13][N:12]([CH2:11][C:10]([NH:9][C:3]2[CH:4]=[CH:5][CH:6]=[C:7]([F:8])[C:2]=2[F:1])=[O:31])[CH:16]=1. The yield is 0.930. (3) The reactants are [CH3:1][O:2][C:3]1[CH:12]=[C:11]2[C:6](C(O[Si](C)(C)C)(C#N)[CH2:8][CH2:9][O:10]2)=[CH:5][CH:4]=1.[C:20]([OH:23])(=[O:22])[CH3:21]. The catalyst is Cl.ClCCl. The product is [CH3:1][O:2][C:3]1[CH:12]=[C:11]2[C:6]([CH:21]([C:20]([OH:23])=[O:22])[CH2:8][CH2:9][O:10]2)=[CH:5][CH:4]=1. The yield is 0.781.